This data is from Catalyst prediction with 721,799 reactions and 888 catalyst types from USPTO. The task is: Predict which catalyst facilitates the given reaction. (1) Reactant: [NH2:1][C:2]1[CH:6]=[CH:5][S:4][CH:3]=1.CCN(CC)CC.[CH3:14][C:15]([O:18][C:19](O[C:19]([O:18][C:15]([CH3:17])([CH3:16])[CH3:14])=[O:20])=[O:20])([CH3:17])[CH3:16].CCCCCC.C(OCC)(=O)C. Product: [C:15]([O:18][C:19](=[O:20])[NH:1][C:2]1[CH:6]=[CH:5][S:4][CH:3]=1)([CH3:17])([CH3:16])[CH3:14]. The catalyst class is: 46. (2) Reactant: C[O:2][C:3](=O)[C:4]1[CH:9]=[C:8]([CH2:10][NH:11][S:12]([CH3:15])(=[O:14])=[O:13])[CH:7]=[CH:6][C:5]=1[CH2:16][N:17]([CH2:26][C:27]1[C:32]([CH3:33])=[CH:31][CH:30]=[CH:29][N:28]=1)[CH2:18][C:19]1[C:24]([CH3:25])=[CH:23][CH:22]=[CH:21][N:20]=1.[H-].[H-].[H-].[H-].[Li+].[Al+3].O. Product: [CH3:33][C:32]1[C:27]([CH2:26][N:17]([CH2:16][C:5]2[CH:6]=[CH:7][C:8]([CH2:10][NH:11][S:12]([CH3:15])(=[O:14])=[O:13])=[CH:9][C:4]=2[CH2:3][OH:2])[CH2:18][C:19]2[C:24]([CH3:25])=[CH:23][CH:22]=[CH:21][N:20]=2)=[N:28][CH:29]=[CH:30][CH:31]=1. The catalyst class is: 1. (3) Reactant: Br[C:2]1[CH:3]=[C:4]([NH:11][C:12](=[O:14])[CH3:13])[CH:5]=[C:6]([N+:8]([O-:10])=[O:9])[CH:7]=1.N#N.[F:17][C:18]1[CH:23]=[C:22]([F:24])[CH:21]=[CH:20][C:19]=1B(O)O.C(=O)([O-])[O-].[Na+].[Na+]. Product: [F:17][C:18]1[CH:23]=[C:22]([F:24])[CH:21]=[CH:20][C:19]=1[C:2]1[CH:7]=[C:6]([N+:8]([O-:10])=[O:9])[CH:5]=[C:4]([NH:11][C:12](=[O:14])[CH3:13])[CH:3]=1. The catalyst class is: 438. (4) Reactant: [CH3:1][C:2]1[CH:18]=[CH:17][C:16]([CH:19]=[C:20]2[CH2:25][CH2:24][NH:23][CH2:22][CH2:21]2)=[CH:15][C:3]=1[O:4][C:5]1[CH:10]=[CH:9][C:8]([C:11]([F:14])([F:13])[F:12])=[CH:7][N:6]=1.[N:26]1[CH:31]=[CH:30][CH:29]=[C:28]([NH:32][C:33](=O)[O:34]C2C=CC=CC=2)[CH:27]=1.C(N(CC)CC)C. Product: [CH3:1][C:2]1[CH:18]=[CH:17][C:16]([CH:19]=[C:20]2[CH2:25][CH2:24][N:23]([C:33]([NH:32][C:28]3[CH:27]=[N:26][CH:31]=[CH:30][CH:29]=3)=[O:34])[CH2:22][CH2:21]2)=[CH:15][C:3]=1[O:4][C:5]1[CH:10]=[CH:9][C:8]([C:11]([F:13])([F:12])[F:14])=[CH:7][N:6]=1. The catalyst class is: 58.